Task: Predict which catalyst facilitates the given reaction.. Dataset: Catalyst prediction with 721,799 reactions and 888 catalyst types from USPTO The catalyst class is: 312. Reactant: [C:1]([O:5][C:6]([CH2:8][NH:9][C:10]1[CH:11]=[C:12]([C:16]2[N:21]=[CH:20][C:19]([CH:22]=[C:23]([O:29][CH2:30][CH3:31])[C:24]([O:26][CH2:27][CH3:28])=[O:25])=[CH:18][CH:17]=2)[CH:13]=[CH:14][CH:15]=1)=[O:7])([CH3:4])([CH3:3])[CH3:2].[H][H]. Product: [C:1]([O:5][C:6]([CH2:8][NH:9][C:10]1[CH:11]=[C:12]([C:16]2[N:21]=[CH:20][C:19]([CH2:22][CH:23]([O:29][CH2:30][CH3:31])[C:24]([O:26][CH2:27][CH3:28])=[O:25])=[CH:18][CH:17]=2)[CH:13]=[CH:14][CH:15]=1)=[O:7])([CH3:4])([CH3:2])[CH3:3].